From a dataset of Peptide-MHC class II binding affinity with 134,281 pairs from IEDB. Regression. Given a peptide amino acid sequence and an MHC pseudo amino acid sequence, predict their binding affinity value. This is MHC class II binding data. (1) The peptide sequence is GFLNEDHWASRENSG. The MHC is DRB1_0901 with pseudo-sequence DRB1_0901. The binding affinity (normalized) is 0.380. (2) The peptide sequence is SQDLELSWNLNGSQAY. The MHC is DRB1_1302 with pseudo-sequence DRB1_1302. The binding affinity (normalized) is 0.636. (3) The peptide sequence is YQNPTTYISVGTSTLNQ. The MHC is HLA-DPA10201-DPB10101 with pseudo-sequence HLA-DPA10201-DPB10101. The binding affinity (normalized) is 0.347. (4) The binding affinity (normalized) is 0. The peptide sequence is AREKNPRLCTKEEFI. The MHC is DRB1_0404 with pseudo-sequence DRB1_0404.